This data is from Full USPTO retrosynthesis dataset with 1.9M reactions from patents (1976-2016). The task is: Predict the reactants needed to synthesize the given product. (1) Given the product [Br:1][C:2]1[CH:9]=[CH:8][C:5]([CH2:6][NH:7][S:13]([CH2:11][CH3:12])(=[O:15])=[O:14])=[C:4]([F:10])[CH:3]=1, predict the reactants needed to synthesize it. The reactants are: [Br:1][C:2]1[CH:9]=[CH:8][C:5]([CH2:6][NH2:7])=[C:4]([F:10])[CH:3]=1.[CH2:11]([S:13](Cl)(=[O:15])=[O:14])[CH3:12]. (2) Given the product [CH3:1][N:2]([C:14]1[CH:15]=[CH:16][CH:17]=[C:18]2[C:22]=1[NH:21][C:20]([C:23]1[S:24][CH:25]=[CH:26][N:27]=1)=[CH:19]2)[S:3]([C:6]1[CH:10]=[CH:9][S:8][C:7]=1[C:11]([NH2:28])=[O:12])(=[O:4])=[O:5], predict the reactants needed to synthesize it. The reactants are: [CH3:1][N:2]([C:14]1[CH:15]=[CH:16][CH:17]=[C:18]2[C:22]=1[NH:21][C:20]([C:23]1[S:24][CH:25]=[CH:26][N:27]=1)=[CH:19]2)[S:3]([C:6]1[CH:10]=[CH:9][S:8][C:7]=1[C:11](O)=[O:12])(=[O:5])=[O:4].[N:28]1(O)C2C=CC=CC=2N=N1.Cl.CN(C)CCCN=C=NCC.N.Cl. (3) Given the product [OH:8][CH2:9][C:10]1[CH:15]=[CH:14][CH:13]=[C:12]([O:16][CH2:17][O:18][CH3:19])[C:11]=1[CH:27]([OH:28])[C:26]([CH3:30])([CH3:29])[CH3:25], predict the reactants needed to synthesize it. The reactants are: C([Si]([O:8][CH2:9][C:10]1[CH:15]=[CH:14][CH:13]=[C:12]([O:16][CH2:17][O:18][CH3:19])[CH:11]=1)(C)C)(C)(C)C.C([Li])CCC.[CH3:25][C:26]([CH3:30])([CH3:29])[CH:27]=[O:28].[F-].C([N+](CCCC)(CCCC)CCCC)CCC. (4) Given the product [C:36]([O:35][C:33]([N:23]([CH2:24][C:25]1[C:30]([Cl:31])=[CH:29][CH:28]=[CH:27][C:26]=1[Cl:32])[C:4]1[C:5]([N:8]([C:9]([O:11][C:12]([CH3:14])([CH3:13])[CH3:15])=[O:10])[C:16]([O:18][C:19]([CH3:22])([CH3:21])[CH3:20])=[O:17])=[N:6][CH:7]=[C:2]([C:48]2[CH:55]=[CH:54][C:51]([CH:52]=[O:53])=[CH:50][CH:49]=2)[N:3]=1)=[O:34])([CH3:39])([CH3:37])[CH3:38], predict the reactants needed to synthesize it. The reactants are: Br[C:2]1[N:3]=[C:4]([N:23]([C:33]([O:35][C:36]([CH3:39])([CH3:38])[CH3:37])=[O:34])[CH2:24][C:25]2[C:30]([Cl:31])=[CH:29][CH:28]=[CH:27][C:26]=2[Cl:32])[C:5]([N:8]([C:16]([O:18][C:19]([CH3:22])([CH3:21])[CH3:20])=[O:17])[C:9]([O:11][C:12]([CH3:15])([CH3:14])[CH3:13])=[O:10])=[N:6][CH:7]=1.CC1(C)C(C)(C)OB([C:48]2[CH:55]=[CH:54][C:51]([CH:52]=[O:53])=[CH:50][CH:49]=2)O1.C([O-])([O-])=O.[Na+].[Na+]. (5) The reactants are: [H-].[Na+].[CH3:3][CH:4]([NH:6][CH2:7][CH:8]([OH:21])[CH2:9][O:10][C:11]1[CH:12]=[CH:13][CH:14]=[C:15]2[CH:20]=[CH:19][CH:18]=[CH:17][C:16]=12)[CH3:5].Cl. Given the product [CH3:5][CH:4]([NH:6][CH2:7][CH:8]([OH:21])[CH2:9][O:10][C:11]1[CH:12]=[CH:13][CH:14]=[C:15]2[CH:20]=[CH:19][CH:18]=[CH:17][C:16]=12)[CH3:3], predict the reactants needed to synthesize it.